Dataset: NCI-60 drug combinations with 297,098 pairs across 59 cell lines. Task: Regression. Given two drug SMILES strings and cell line genomic features, predict the synergy score measuring deviation from expected non-interaction effect. Drug 1: CC1C(C(CC(O1)OC2CC(CC3=C2C(=C4C(=C3O)C(=O)C5=C(C4=O)C(=CC=C5)OC)O)(C(=O)CO)O)N)O.Cl. Drug 2: C1CNP(=O)(OC1)N(CCCl)CCCl. Cell line: SN12C. Synergy scores: CSS=-1.09, Synergy_ZIP=0.788, Synergy_Bliss=0.707, Synergy_Loewe=0.254, Synergy_HSA=-1.33.